This data is from Catalyst prediction with 721,799 reactions and 888 catalyst types from USPTO. The task is: Predict which catalyst facilitates the given reaction. (1) Reactant: [CH3:1][C:2]([C:5]1[CH:9]=[C:8]([C:10]([NH:12][C:13]2[CH:14]=[C:15]([CH:19]=[CH:20][CH:21]=2)[C:16](Cl)=[O:17])=[O:11])[N:7]([CH2:22][CH3:23])[N:6]=1)([CH3:4])[CH3:3].[F:24][C:25]([F:29])([F:28])[CH2:26][NH2:27].C(N(CC)CC)C. Product: [CH3:1][C:2]([C:5]1[CH:9]=[C:8]([C:10]([NH:12][C:13]2[CH:21]=[CH:20][CH:19]=[C:15]([C:16]([NH:27][CH2:26][C:25]([F:29])([F:28])[F:24])=[O:17])[CH:14]=2)=[O:11])[N:7]([CH2:22][CH3:23])[N:6]=1)([CH3:4])[CH3:3]. The catalyst class is: 154. (2) Reactant: [NH2:1][C:2]1[CH:10]=[CH:9][CH:8]=[CH:7][C:3]=1[C:4]([NH2:6])=[O:5].[C:11]([N:14]1[CH2:19][CH2:18][N:17]([C:20]2[CH:27]=[CH:26][C:23]([CH:24]=O)=[CH:22][CH:21]=2)[CH2:16][CH2:15]1)(=[O:13])[CH3:12].CC1C=CC(S(O)(=O)=O)=CC=1.OS([O-])=O.[Na+]. Product: [C:11]([N:14]1[CH2:19][CH2:18][N:17]([C:20]2[CH:27]=[CH:26][C:23]([C:24]3[NH:6][C:4](=[O:5])[C:3]4[C:2](=[CH:10][CH:9]=[CH:8][CH:7]=4)[N:1]=3)=[CH:22][CH:21]=2)[CH2:16][CH2:15]1)(=[O:13])[CH3:12]. The catalyst class is: 44. (3) Reactant: [CH3:1][C:2]1[N:3]=[C:4]([N:17]2[CH2:22][CH2:21][O:20][CH2:19][CH2:18]2)[C:5]2[S:10][C:9]([CH2:11]OS(C)(=O)=O)=[CH:8][C:6]=2[N:7]=1.[C:23]([O-:26])(=[S:25])[CH3:24].[K+]. Product: [CH3:1][C:2]1[N:3]=[C:4]([N:17]2[CH2:18][CH2:19][O:20][CH2:21][CH2:22]2)[C:5]2[S:10][C:9]([CH2:11][S:25][C:23](=[O:26])[CH3:24])=[CH:8][C:6]=2[N:7]=1. The catalyst class is: 3. (4) Reactant: [OH:1][CH2:2][C:3]1[CH:4]=[C:5]([CH3:34])[C:6]([CH2:22][C:23]2[NH:27][C:26]3[CH:28]=[CH:29][C:30]([C:32]#[N:33])=[CH:31][C:25]=3[N:24]=2)=[C:7]2[C:11]=1[N:10](S(C1C=CC(C)=CC=1)(=O)=O)[CH:9]=[CH:8]2.[OH-].[K+].C(N)CC(C)C. Product: [OH:1][CH2:2][C:3]1[CH:4]=[C:5]([CH3:34])[C:6]([CH2:22][C:23]2[NH:27][C:26]3[CH:28]=[CH:29][C:30]([C:32]#[N:33])=[CH:31][C:25]=3[N:24]=2)=[C:7]2[C:11]=1[NH:10][CH:9]=[CH:8]2. The catalyst class is: 14. (5) Product: [CH3:1][N:2]([CH3:48])[C:3]1[CH:4]=[C:5]2[C:10](=[CH:11][CH:12]=1)[C:9](=[O:13])[N:8]([C:14]1[CH:24]=[CH:23][CH:22]=[C:21]([C:25]3[CH:30]=[C:29]([NH:31][C:32]4[CH:37]=[CH:36][C:35]([C:38]([N:40]5[CH2:45][CH2:44][O:43][CH2:42][CH2:41]5)=[O:39])=[CH:34][N:33]=4)[C:28](=[O:46])[N:27]([CH3:47])[CH:26]=3)[C:15]=1[CH2:16][OH:17])[CH:7]=[CH:6]2. Reactant: [CH3:1][N:2]([CH3:48])[C:3]1[CH:4]=[C:5]2[C:10](=[CH:11][CH:12]=1)[C:9](=[O:13])[N:8]([C:14]1[CH:24]=[CH:23][CH:22]=[C:21]([C:25]3[CH:30]=[C:29]([NH:31][C:32]4[CH:37]=[CH:36][C:35]([C:38]([N:40]5[CH2:45][CH2:44][O:43][CH2:42][CH2:41]5)=[O:39])=[CH:34][N:33]=4)[C:28](=[O:46])[N:27]([CH3:47])[CH:26]=3)[C:15]=1[CH2:16][O:17]C(=O)C)[CH:7]=[CH:6]2.O.[OH-].[Li+]. The catalyst class is: 83. (6) Reactant: [OH:1][CH2:2][CH2:3][C:4]1[N:5]([CH2:9][CH2:10][CH2:11][CH2:12][C:13]2[CH:18]=[CH:17][C:16]([OH:19])=[CH:15][CH:14]=2)[CH:6]=[CH:7][N:8]=1.[H-].[Na+].Cl[CH2:23][C:24]1[N:25]=[C:26](/[CH:29]=[CH:30]/[C:31]2[CH:36]=[CH:35][C:34]([CH2:37][CH3:38])=[CH:33][CH:32]=2)[O:27][CH:28]=1.O. The catalyst class is: 3. Product: [CH2:37]([C:34]1[CH:35]=[CH:36][C:31](/[CH:30]=[CH:29]/[C:26]2[O:27][CH:28]=[C:24]([CH2:23][O:19][C:16]3[CH:15]=[CH:14][C:13]([CH2:12][CH2:11][CH2:10][CH2:9][N:5]4[CH:6]=[CH:7][N:8]=[C:4]4[CH2:3][CH2:2][OH:1])=[CH:18][CH:17]=3)[N:25]=2)=[CH:32][CH:33]=1)[CH3:38]. (7) Reactant: [OH:1][CH2:2][CH2:3][CH2:4][O:5][C:6]1[CH:13]=[CH:12][C:9]([CH:10]=[O:11])=[C:8]([O:14][CH2:15][O:16][CH3:17])[CH:7]=1.[H-].[Na+].Br[CH2:21][CH:22]1[CH2:24][CH2:23]1.O. Product: [CH:22]1([CH2:21][O:1][CH2:2][CH2:3][CH2:4][O:5][C:6]2[CH:13]=[CH:12][C:9]([CH:10]=[O:11])=[C:8]([O:14][CH2:15][O:16][CH3:17])[CH:7]=2)[CH2:24][CH2:23]1. The catalyst class is: 42.